Task: Predict the reactants needed to synthesize the given product.. Dataset: Full USPTO retrosynthesis dataset with 1.9M reactions from patents (1976-2016) Given the product [CH3:1][C:2]1([CH3:28])[CH2:11][C:10]2[N:9]([C:12]3[CH:19]=[CH:18][C:15]([C:16]([NH2:17])=[O:31])=[C:14]([NH:20][CH:21]4[CH2:26][CH2:25][O:24][CH2:23][CH2:22]4)[CH:13]=3)[CH2:8][CH2:7][CH2:6][C:5]=2[C:4](=[O:27])[CH2:3]1, predict the reactants needed to synthesize it. The reactants are: [CH3:1][C:2]1([CH3:28])[CH2:11][C:10]2[N:9]([C:12]3[CH:19]=[CH:18][C:15]([C:16]#[N:17])=[C:14]([NH:20][CH:21]4[CH2:26][CH2:25][O:24][CH2:23][CH2:22]4)[CH:13]=3)[CH2:8][CH2:7][CH2:6][C:5]=2[C:4](=[O:27])[CH2:3]1.C(OCC)(=[O:31])C.CO.